This data is from Catalyst prediction with 721,799 reactions and 888 catalyst types from USPTO. The task is: Predict which catalyst facilitates the given reaction. (1) Product: [NH2:29][C@@H:17]1[CH2:16][CH2:15][C@@H:14]([C:8]2[C:7]([F:6])=[CH:12][CH:11]=[CH:10][C:9]=2[F:13])[CH2:20][N:19]2[C:21]([C:24]([CH3:26])([O:27][CH2:28][CH2:37][OH:40])[CH3:25])=[CH:22][N:23]=[C:18]12. Reactant: CS(O)(=O)=O.[F:6][C:7]1[CH:12]=[CH:11][CH:10]=[C:9]([F:13])[C:8]=1[C@H:14]1[CH2:20][N:19]2[C:21]([C:24]([O:27][CH3:28])([CH3:26])[CH3:25])=[CH:22][N:23]=[C:18]2[C@H:17]([NH:29]C(=O)OC(C)(C)C)[CH2:16][CH2:15]1.[C:37](=[O:40])(O)[O-].[Na+]. The catalyst class is: 196. (2) Reactant: [Cl:1][C:2]1[CH:3]=[C:4]([C:8]([OH:10])=O)[N:5]([CH3:7])[CH:6]=1.C(N(CC)CC)C.F[P-](F)(F)(F)(F)F.N1(O[P+](N(C)C)(N(C)C)N(C)C)C2C=CC=CC=2N=N1.[NH2:45][CH2:46][C:47]1[N:48]=[CH:49][NH:50][CH:51]=1. Product: [NH:50]1[CH:51]=[C:47]([CH2:46][NH:45][C:8]([C:4]2[N:5]([CH3:7])[CH:6]=[C:2]([Cl:1])[CH:3]=2)=[O:10])[N:48]=[CH:49]1. The catalyst class is: 3.